This data is from Catalyst prediction with 721,799 reactions and 888 catalyst types from USPTO. The task is: Predict which catalyst facilitates the given reaction. Reactant: Br[C:2]1[C:14]2[CH:13]=[CH:12][CH:11]=[CH:10][C:9]=2[C:8]2[O:7][C:6]3[CH:15]=[CH:16][CH:17]=[CH:18][C:5]=3[C:4]=2[CH:3]=1.[Li]CCCC.[B:24](OC)([O:27]C)[O:25]C. Product: [CH:10]1[C:9]2[C:8]3[O:7][C:6]4[CH:15]=[CH:16][CH:17]=[CH:18][C:5]=4[C:4]=3[CH:3]=[C:2]([B:24]([OH:27])[OH:25])[C:14]=2[CH:13]=[CH:12][CH:11]=1. The catalyst class is: 7.